Dataset: Full USPTO retrosynthesis dataset with 1.9M reactions from patents (1976-2016). Task: Predict the reactants needed to synthesize the given product. Given the product [CH3:1][O:2][C:3]([C:5]12[CH2:14][CH:9]3[CH2:10][CH:11]([CH2:13][CH:7]([CH:8]3[N:15]3[CH2:16][C:17]([C:19]4[CH:24]=[CH:23][CH:22]=[C:21]([Cl:25])[CH:20]=4)([CH3:18])[NH:26][C:28]3=[O:30])[CH2:6]1)[CH2:12]2)=[O:4], predict the reactants needed to synthesize it. The reactants are: [CH3:1][O:2][C:3]([C:5]12[CH2:14][CH:9]3[CH2:10][CH:11]([CH2:13][CH:7]([CH:8]3[NH:15][CH2:16][C:17]([NH2:26])([C:19]3[CH:24]=[CH:23][CH:22]=[C:21]([Cl:25])[CH:20]=3)[CH3:18])[CH2:6]1)[CH2:12]2)=[O:4].Cl[C:28](Cl)([O:30]C(=O)OC(Cl)(Cl)Cl)Cl.C(N(CC)CC)C.